The task is: Regression. Given a peptide amino acid sequence and an MHC pseudo amino acid sequence, predict their binding affinity value. This is MHC class II binding data.. This data is from Peptide-MHC class II binding affinity with 134,281 pairs from IEDB. The binding affinity (normalized) is 0.288. The peptide sequence is VEFEPPHAATIRVLA. The MHC is DRB3_0301 with pseudo-sequence DRB3_0301.